From a dataset of TCR-epitope binding with 47,182 pairs between 192 epitopes and 23,139 TCRs. Binary Classification. Given a T-cell receptor sequence (or CDR3 region) and an epitope sequence, predict whether binding occurs between them. (1) The epitope is FLKEKGGL. The TCR CDR3 sequence is CASSVLRAAFF. Result: 1 (the TCR binds to the epitope). (2) The epitope is FLPRVFSAV. The TCR CDR3 sequence is CASSEVGTTYNEQFF. Result: 1 (the TCR binds to the epitope).